Dataset: Peptide-MHC class I binding affinity with 185,985 pairs from IEDB/IMGT. Task: Regression. Given a peptide amino acid sequence and an MHC pseudo amino acid sequence, predict their binding affinity value. This is MHC class I binding data. (1) The binding affinity (normalized) is 0.518. The MHC is HLA-B27:05 with pseudo-sequence HLA-B27:05. The peptide sequence is PRRHRILDIYL. (2) The peptide sequence is RDRFKRTSF. The MHC is HLA-B15:01 with pseudo-sequence HLA-B15:01. The binding affinity (normalized) is 0.0294. (3) The MHC is HLA-A03:19 with pseudo-sequence HLA-A03:19. The binding affinity (normalized) is 0.253. The peptide sequence is GVPKTHLEL. (4) The peptide sequence is KLQEMEGTV. The MHC is HLA-A02:06 with pseudo-sequence HLA-A02:06. The binding affinity (normalized) is 0.375.